From a dataset of Catalyst prediction with 721,799 reactions and 888 catalyst types from USPTO. Predict which catalyst facilitates the given reaction. Reactant: [OH:1][C:2]1[N:9]=[CH:8][C:7]([C:10]([F:13])([F:12])[F:11])=[CH:6][C:3]=1[CH:4]=O.C([O-])=O.[Na+].Cl.[NH2:19]O. Product: [OH:1][C:2]1[N:9]=[CH:8][C:7]([C:10]([F:13])([F:12])[F:11])=[CH:6][C:3]=1[C:4]#[N:19]. The catalyst class is: 106.